This data is from Forward reaction prediction with 1.9M reactions from USPTO patents (1976-2016). The task is: Predict the product of the given reaction. (1) Given the reactants [C:1]1(=[O:7])[NH:5][C:4](=[O:6])[CH:3]=[CH:2]1.[O:8]1[CH:12]=[CH:11][CH:10]=[CH:9]1, predict the reaction product. The product is: [O:8]1[CH:12]2[CH:11]=[CH:10][CH:9]1[CH:3]1[C:4](=[O:6])[NH:5][C:1](=[O:7])[CH:2]12. (2) Given the reactants [NH2:1][C:2]1[C:7]([C:8](=[O:10])[CH3:9])=[CH:6][CH:5]=[CH:4][N:3]=1.[C:11]([O:15][C:16](O[C:16]([O:15][C:11]([CH3:14])([CH3:13])[CH3:12])=[O:17])=[O:17])([CH3:14])([CH3:13])[CH3:12], predict the reaction product. The product is: [C:8]([C:7]1[C:2]([NH:1][C:16](=[O:17])[O:15][C:11]([CH3:14])([CH3:13])[CH3:12])=[N:3][CH:4]=[CH:5][CH:6]=1)(=[O:10])[CH3:9]. (3) Given the reactants [C:1]([CH2:4][N:5]([C:10]1[CH:15]=[CH:14][C:13]([NH:16]/[C:17](=[C:24]2\[C:25](=[O:33])[NH:26][C:27]3[C:32]\2=[CH:31][CH:30]=[CH:29][CH:28]=3)/[C:18]2[CH:23]=[CH:22][CH:21]=[CH:20][CH:19]=2)=[CH:12][CH:11]=1)[S:6]([CH3:9])(=[O:8])=[O:7])([OH:3])=O.[Cl-].[CH3:35][NH2+:36][CH3:37].C1C=CC2N(O)N=NC=2C=1.CN(C(ON1N=NC2C=CC=CC1=2)=[N+](C)C)C.[B-](F)(F)(F)F.C(N(C(C)C)C(C)C)C, predict the reaction product. The product is: [CH3:35][N:36]([CH3:37])[C:1]([CH2:4][N:5]([C:10]1[CH:15]=[CH:14][C:13]([NH:16]/[C:17](=[C:24]2\[C:25](=[O:33])[NH:26][C:27]3[C:32]\2=[CH:31][CH:30]=[CH:29][CH:28]=3)/[C:18]2[CH:23]=[CH:22][CH:21]=[CH:20][CH:19]=2)=[CH:12][CH:11]=1)[S:6]([CH3:9])(=[O:8])=[O:7])=[O:3]. (4) Given the reactants [CH3:1][N:2]([CH2:4][C:5]1[C:13]2[O:12][N:11]=[C:10]([CH2:14][CH2:15][CH:16]3[CH2:21][CH2:20][NH:19][CH2:18][CH2:17]3)[C:9]=2[CH:8]=[CH:7][C:6]=1[O:22][CH2:23][C:24]1[CH:29]=[CH:28][C:27]([Cl:30])=[C:26]([Cl:31])[CH:25]=1)[CH3:3].C(N(CC)C(C)C)(C)C.Br[CH2:42][CH:43]1[O:47][CH2:46][CH2:45][O:44]1.[I-].[Na+].[Cl-].[Na+], predict the reaction product. The product is: [CH3:1][N:2]([CH2:4][C:5]1[C:13]2[O:12][N:11]=[C:10]([CH2:14][CH2:15][CH:16]3[CH2:17][CH2:18][N:19]([CH2:42][CH:43]4[O:47][CH2:46][CH2:45][O:44]4)[CH2:20][CH2:21]3)[C:9]=2[CH:8]=[CH:7][C:6]=1[O:22][CH2:23][C:24]1[CH:29]=[CH:28][C:27]([Cl:30])=[C:26]([Cl:31])[CH:25]=1)[CH3:3]. (5) Given the reactants CS(O[CH:6]1[CH2:11][CH2:10][CH:9]([NH:12][C:13](=[O:19])[O:14][C:15]([CH3:18])([CH3:17])[CH3:16])[CH2:8][CH2:7]1)(=O)=O.[CH3:20][C:21]1[O:25][C:24]([C:26]2[CH:35]=[CH:34][C:29]([C:30]([O:32][CH3:33])=[O:31])=[CH:28][CH:27]=2)=[N:23][C:22]=1[CH2:36][SH:37].C(=O)([O-])[O-].[Cs+].[Cs+].O, predict the reaction product. The product is: [C:15]([O:14][C:13]([NH:12][CH:9]1[CH2:8][CH2:7][CH:6]([S:37][CH2:36][C:22]2[N:23]=[C:24]([C:26]3[CH:35]=[CH:34][C:29]([C:30]([O:32][CH3:33])=[O:31])=[CH:28][CH:27]=3)[O:25][C:21]=2[CH3:20])[CH2:11][CH2:10]1)=[O:19])([CH3:16])([CH3:17])[CH3:18].